This data is from Kir2.1 potassium channel HTS with 301,493 compounds. The task is: Binary Classification. Given a drug SMILES string, predict its activity (active/inactive) in a high-throughput screening assay against a specified biological target. (1) The molecule is O1CCN(c2n(c3c(n2)n(c(=O)[nH]c3=O)C)CCC)CC1. The result is 0 (inactive). (2) The molecule is OC(CN1CCC(CC1)C(=O)NN\C=C1\C=C(OC)C(=O)C=C1)COCc1ccccc1. The result is 0 (inactive). (3) The molecule is S(c1n(Cc2ccccc2)c(nn1)C)CC(=O)Nc1c(OC)ccc(OC)c1. The result is 0 (inactive). (4) The drug is Clc1ncnc(N\N=C\c2cc(O)ccc2)c1N. The result is 0 (inactive). (5) The compound is Clc1cc(NC(=O)CN2c3cc(S(=O)(=O)N4CCOCC4)ccc3OCC2=O)ccc1OC. The result is 0 (inactive).